From a dataset of Full USPTO retrosynthesis dataset with 1.9M reactions from patents (1976-2016). Predict the reactants needed to synthesize the given product. (1) Given the product [CH:1]1([N:13]2[CH2:18][CH2:17][CH:16]([N:19]3[C:29]4[C:24](=[CH:25][CH:26]=[CH:27][CH:28]=4)[C:21]([OH:22])([CH2:23][NH:32][CH3:31])[C:20]3=[O:30])[CH2:15][CH2:14]2)[C:11]2=[C:12]3[C:7](=[CH:8][CH:9]=[CH:10]2)[CH:6]=[CH:5][CH:4]=[C:3]3[CH2:2]1, predict the reactants needed to synthesize it. The reactants are: [CH:1]1([N:13]2[CH2:18][CH2:17][CH:16]([N:19]3[C:29]4[C:24](=[CH:25][CH:26]=[CH:27][CH:28]=4)[C:21]4([CH2:23][O:22]4)[C:20]3=[O:30])[CH2:15][CH2:14]2)[C:11]2=[C:12]3[C:7](=[CH:8][CH:9]=[CH:10]2)[CH:6]=[CH:5][CH:4]=[C:3]3[CH2:2]1.[CH3:31][NH2:32]. (2) Given the product [Cl:12][C:13]1[C:18]([CH:19]2[CH2:20][O:9]2)=[CH:17][C:16]([C:21]#[N:22])=[CH:15][C:14]=1[NH:23][C:24](=[O:30])[O:25][C:26]([CH3:29])([CH3:28])[CH3:27], predict the reactants needed to synthesize it. The reactants are: C1C=C(Cl)C=C(C(OO)=[O:9])C=1.[Cl:12][C:13]1[C:18]([CH:19]=[CH2:20])=[CH:17][C:16]([C:21]#[N:22])=[CH:15][C:14]=1[NH:23][C:24](=[O:30])[O:25][C:26]([CH3:29])([CH3:28])[CH3:27].